Dataset: NCI-60 drug combinations with 297,098 pairs across 59 cell lines. Task: Regression. Given two drug SMILES strings and cell line genomic features, predict the synergy score measuring deviation from expected non-interaction effect. (1) Drug 1: CCCCCOC(=O)NC1=NC(=O)N(C=C1F)C2C(C(C(O2)C)O)O. Drug 2: C1CN1C2=NC(=NC(=N2)N3CC3)N4CC4. Cell line: NCI-H226. Synergy scores: CSS=0.915, Synergy_ZIP=-0.275, Synergy_Bliss=-1.97, Synergy_Loewe=-8.78, Synergy_HSA=-4.35. (2) Drug 1: CN1CCC(CC1)COC2=C(C=C3C(=C2)N=CN=C3NC4=C(C=C(C=C4)Br)F)OC. Drug 2: CN(CC1=CN=C2C(=N1)C(=NC(=N2)N)N)C3=CC=C(C=C3)C(=O)NC(CCC(=O)O)C(=O)O. Cell line: SK-MEL-5. Synergy scores: CSS=-1.82, Synergy_ZIP=-4.45, Synergy_Bliss=2.47, Synergy_Loewe=-25.4, Synergy_HSA=-2.64. (3) Drug 1: CC1C(C(=O)NC(C(=O)N2CCCC2C(=O)N(CC(=O)N(C(C(=O)O1)C(C)C)C)C)C(C)C)NC(=O)C3=C4C(=C(C=C3)C)OC5=C(C(=O)C(=C(C5=N4)C(=O)NC6C(OC(=O)C(N(C(=O)CN(C(=O)C7CCCN7C(=O)C(NC6=O)C(C)C)C)C)C(C)C)C)N)C. Drug 2: CC1=C2C(C(=O)C3(C(CC4C(C3C(C(C2(C)C)(CC1OC(=O)C(C(C5=CC=CC=C5)NC(=O)C6=CC=CC=C6)O)O)OC(=O)C7=CC=CC=C7)(CO4)OC(=O)C)O)C)OC(=O)C. Cell line: NCI-H226. Synergy scores: CSS=12.0, Synergy_ZIP=-5.16, Synergy_Bliss=-0.344, Synergy_Loewe=-7.11, Synergy_HSA=-1.16. (4) Drug 1: C(CC(=O)O)C(=O)CN.Cl. Drug 2: N.N.Cl[Pt+2]Cl. Cell line: OVCAR3. Synergy scores: CSS=28.3, Synergy_ZIP=-1.14, Synergy_Bliss=3.01, Synergy_Loewe=-20.2, Synergy_HSA=0.915. (5) Drug 1: C1CC(=O)NC(=O)C1N2C(=O)C3=CC=CC=C3C2=O. Drug 2: B(C(CC(C)C)NC(=O)C(CC1=CC=CC=C1)NC(=O)C2=NC=CN=C2)(O)O. Cell line: MDA-MB-435. Synergy scores: CSS=58.3, Synergy_ZIP=-0.320, Synergy_Bliss=-2.44, Synergy_Loewe=-54.3, Synergy_HSA=-4.29.